This data is from Forward reaction prediction with 1.9M reactions from USPTO patents (1976-2016). The task is: Predict the product of the given reaction. (1) The product is: [F:8][C:6]1[CH:5]=[CH:4][C:3]([C:9]2[N:14]=[CH:13][N:12]=[C:11]([NH:15][C:16]3[CH:21]=[CH:20][CH:19]=[C:18]([CH2:22][S:23]([CH3:26])(=[O:25])=[O:24])[CH:17]=3)[N:10]=2)=[C:2]([O:35][CH:28]([C:29]2[CH:34]=[CH:33][CH:32]=[CH:31][CH:30]=2)[CH3:27])[CH:7]=1. Given the reactants F[C:2]1[CH:7]=[C:6]([F:8])[CH:5]=[CH:4][C:3]=1[C:9]1[N:14]=[CH:13][N:12]=[C:11]([NH:15][C:16]2[CH:21]=[CH:20][CH:19]=[C:18]([CH2:22][S:23]([CH3:26])(=[O:25])=[O:24])[CH:17]=2)[N:10]=1.[CH3:27][CH:28]([OH:35])[C:29]1[CH:34]=[CH:33][CH:32]=[CH:31][CH:30]=1, predict the reaction product. (2) Given the reactants C[O:2][C:3](=[O:37])[CH2:4][CH2:5][C:6]1[CH:11]=[CH:10][C:9]([O:12][C:13]2[CH:18]=[CH:17][C:16]([CH2:19][CH:20]([NH:29][C:30]([O:32][C:33]([CH3:36])([CH3:35])[CH3:34])=[O:31])[C:21]([N:23]3[CH2:28][CH2:27][O:26][CH2:25][CH2:24]3)=[O:22])=[CH:15][CH:14]=2)=[CH:8][CH:7]=1.[OH-].[Li+], predict the reaction product. The product is: [C:33]([O:32][C:30]([NH:29][CH:20]([C:21]([N:23]1[CH2:24][CH2:25][O:26][CH2:27][CH2:28]1)=[O:22])[CH2:19][C:16]1[CH:15]=[CH:14][C:13]([O:12][C:9]2[CH:10]=[CH:11][C:6]([CH2:5][CH2:4][C:3]([OH:37])=[O:2])=[CH:7][CH:8]=2)=[CH:18][CH:17]=1)=[O:31])([CH3:36])([CH3:34])[CH3:35]. (3) Given the reactants C(N(CC)C(C)C)(C)C.[Br:10][C:11]1[CH:19]=[CH:18][C:14]([C:15]([OH:17])=O)=[C:13]([N+:20]([O-:22])=[O:21])[CH:12]=1.[N:23]1([CH2:28][CH2:29][CH2:30][NH2:31])[CH2:27][CH2:26][CH2:25][CH2:24]1.F[P-](F)(F)(F)(F)F.N1(OC(N(C)C)=[N+](C)C)C2N=CC=CC=2N=N1, predict the reaction product. The product is: [Br:10][C:11]1[CH:19]=[CH:18][C:14]([C:15]([NH:31][CH2:30][CH2:29][CH2:28][N:23]2[CH2:27][CH2:26][CH2:25][CH2:24]2)=[O:17])=[C:13]([N+:20]([O-:22])=[O:21])[CH:12]=1. (4) Given the reactants [CH3:1][C:2]1[N:3]=[C:4]([CH:8]=O)[S:5][C:6]=1[CH3:7].Cl.[NH2:11][OH:12].C([O-])([O-])=O.[K+].[K+], predict the reaction product. The product is: [CH3:1][C:2]1[N:3]=[C:4]([CH:8]=[N:11][OH:12])[S:5][C:6]=1[CH3:7]. (5) Given the reactants [NH2:1][C:2]1[N:7]=[CH:6][C:5]([C:8]2[N:13]=[CH:12][C:11](B(O)O)=[CH:10][C:9]=2[F:17])=[CH:4][N:3]=1.Br[C:19]1[CH:24]=[CH:23][C:22]([C:25]([F:28])([F:27])[F:26])=[CH:21][C:20]=1[S:29]([NH:32][CH2:33][CH3:34])(=[O:31])=[O:30], predict the reaction product. The product is: [NH2:1][C:2]1[N:7]=[CH:6][C:5]([C:8]2[N:13]=[CH:12][C:11]([C:19]3[CH:24]=[CH:23][C:22]([C:25]([F:28])([F:26])[F:27])=[CH:21][C:20]=3[S:29]([NH:32][CH2:33][CH3:34])(=[O:31])=[O:30])=[CH:10][C:9]=2[F:17])=[CH:4][N:3]=1. (6) Given the reactants [CH2:1]([N:8]1[CH:13]2[CH2:14][CH2:15][CH:9]1[CH2:10][NH:11][CH2:12]2)[C:2]1[CH:7]=[CH:6][CH:5]=[CH:4][CH:3]=1.C(N(CC)CC)C.[F:23][C:24]([F:35])([F:34])[C:25](O[C:25](=[O:26])[C:24]([F:35])([F:34])[F:23])=[O:26], predict the reaction product. The product is: [CH2:1]([N:8]1[CH:13]2[CH2:14][CH2:15][CH:9]1[CH2:10][N:11]([C:25](=[O:26])[C:24]([F:35])([F:34])[F:23])[CH2:12]2)[C:2]1[CH:3]=[CH:4][CH:5]=[CH:6][CH:7]=1. (7) Given the reactants Cl.[Br:2][C:3]1[CH:4]=[C:5]([C@H:9]([NH2:11])[CH3:10])[CH:6]=[N:7][CH:8]=1.C(N(CC)C(C)C)(C)C.[C:21](Cl)(=[O:23])[CH3:22], predict the reaction product. The product is: [Br:2][C:3]1[CH:4]=[C:5]([C@H:9]([NH:11][C:21](=[O:23])[CH3:22])[CH3:10])[CH:6]=[N:7][CH:8]=1. (8) Given the reactants [OH:1][C:2]1[CH:7]=[CH:6][C:5]([CH2:8][C:9]([NH:11][C@@H:12]([C:14]2[CH:19]=[CH:18][C:17]([NH:20][CH2:21][C:22]([F:25])([F:24])[F:23])=[CH:16][N:15]=2)[CH3:13])=[O:10])=[CH:4][CH:3]=1.Br[C:27]1[S:28][CH:29]=[CH:30][N:31]=1.C([O-])([O-])=O.[Cs+].[Cs+], predict the reaction product. The product is: [S:28]1[CH:29]=[CH:30][N:31]=[C:27]1[O:1][C:2]1[CH:3]=[CH:4][C:5]([CH2:8][C:9]([NH:11][C@@H:12]([C:14]2[CH:19]=[CH:18][C:17]([NH:20][CH2:21][C:22]([F:25])([F:23])[F:24])=[CH:16][N:15]=2)[CH3:13])=[O:10])=[CH:6][CH:7]=1.